From a dataset of Forward reaction prediction with 1.9M reactions from USPTO patents (1976-2016). Predict the product of the given reaction. (1) The product is: [NH2:38][C:2]1[N:7]=[CH:6][C:5]([S:8]([N:11]2[CH2:16][CH2:15][N:14]([C:17]3[CH:22]=[CH:21][C:20]([C:23]([OH:32])([C:28]([F:31])([F:30])[F:29])[C:24]([F:27])([F:26])[F:25])=[CH:19][CH:18]=3)[CH:13]([C:33]#[C:34][CH3:35])[CH2:12]2)(=[O:10])=[O:9])=[CH:4][C:3]=1[F:36]. Given the reactants Cl[C:2]1[N:7]=[CH:6][C:5]([S:8]([N:11]2[CH2:16][CH2:15][N:14]([C:17]3[CH:22]=[CH:21][C:20]([C:23]([OH:32])([C:28]([F:31])([F:30])[F:29])[C:24]([F:27])([F:26])[F:25])=[CH:19][CH:18]=3)[CH:13]([C:33]#[C:34][CH3:35])[CH2:12]2)(=[O:10])=[O:9])=[CH:4][C:3]=1[F:36].[OH-].[NH4+:38].CCO, predict the reaction product. (2) Given the reactants [F:1][C:2]([F:30])([F:29])[C:3]1[CH:8]=[C:7]([C:9]([F:12])([F:11])[F:10])[CH:6]=[CH:5][C:4]=1[C:13]1[CH:17]=[C:16]([CH2:18][N:19]2[CH:24]=[C:23]3[N:25]=[C:26](Br)[N:27]=[C:22]3[CH:21]=[N:20]2)[O:15][N:14]=1.[F:31][C:32]1[CH:33]=[C:34](B(O)O)[CH:35]=[CH:36][CH:37]=1, predict the reaction product. The product is: [F:1][C:2]([F:30])([F:29])[C:3]1[CH:8]=[C:7]([C:9]([F:12])([F:11])[F:10])[CH:6]=[CH:5][C:4]=1[C:13]1[CH:17]=[C:16]([CH2:18][N:19]2[CH:24]=[C:23]3[N:25]=[C:26]([C:36]4[CH:35]=[CH:34][CH:33]=[C:32]([F:31])[CH:37]=4)[N:27]=[C:22]3[CH:21]=[N:20]2)[O:15][N:14]=1. (3) Given the reactants [CH3:1][C:2]1[C:9]([N+:10]([O-:12])=[O:11])=[CH:8][CH:7]=[CH:6][C:3]=1[CH:4]=[O:5].S(=O)(=O)(O)O.[Br:18]N1C(=O)CCC1=O, predict the reaction product. The product is: [Br:18][C:7]1[CH:8]=[C:9]([N+:10]([O-:12])=[O:11])[C:2]([CH3:1])=[C:3]([CH:6]=1)[CH:4]=[O:5]. (4) Given the reactants [NH2:1][C:2]1[S:6][N:5]=[C:4]([CH3:7])[C:3]=1[C:8]([OH:10])=O.S(Cl)(Cl)=O.[CH3:15][O:16][C:17]1[CH:30]=[CH:29][C:20]([O:21][C:22]2[N:27]=[CH:26][C:25]([NH2:28])=[CH:24][CH:23]=2)=[CH:19][CH:18]=1.C(N(CC)CC)C, predict the reaction product. The product is: [NH2:1][C:2]1[S:6][N:5]=[C:4]([CH3:7])[C:3]=1[C:8]([NH:28][C:25]1[CH:26]=[N:27][C:22]([O:21][C:20]2[CH:29]=[CH:30][C:17]([O:16][CH3:15])=[CH:18][CH:19]=2)=[CH:23][CH:24]=1)=[O:10]. (5) Given the reactants [CH3:1][C:2]([C:4]1[CH:12]=[CH:11][C:9]([OH:10])=[C:6]([O:7][CH3:8])[CH:5]=1)=[O:3].[C:13](Cl)(=[O:15])[CH3:14].C(N(CC)CC)C, predict the reaction product. The product is: [CH3:1][C:2]([C:4]1[CH:12]=[CH:11][C:9]([O:10][C:13]([CH3:14])=[O:15])=[C:6]([O:7][CH3:8])[CH:5]=1)=[O:3]. (6) Given the reactants [C:1]([CH:3]([C:9]1[C:14]([N+:15]([O-])=O)=[CH:13][CH:12]=[C:11]([O:18][CH3:19])[N:10]=1)[CH2:4][C:5]([O:7][CH3:8])=[O:6])#N.C1CC=CCC=1, predict the reaction product. The product is: [CH3:19][O:18][C:11]1[N:10]=[C:9]2[C:3]([CH2:4][C:5]([O:7][CH3:8])=[O:6])=[CH:1][NH:15][C:14]2=[CH:13][CH:12]=1. (7) Given the reactants C1(P(C2C=CC=CC=2)C2C=CC=CC=2)C=CC=CC=1.O[C@H:21]1[CH2:29][N:28]2[C@H:23]([CH2:24][C:25](=[O:30])[CH2:26][CH2:27]2)[CH2:22]1.C(Cl)(Cl)(Cl)[Cl:32], predict the reaction product. The product is: [Cl:32][C@@H:21]1[CH2:29][N:28]2[C@@H:23]([CH2:24][C:25](=[O:30])[CH2:26][CH2:27]2)[CH2:22]1. (8) Given the reactants C([O:4][CH2:5][CH2:6][CH2:7][N:8]1[C:13](=[O:14])[C:12]2[N:15]([CH3:30])[C:16]([C:19]3[CH:24]=[CH:23][CH:22]=[C:21]([O:25][C:26]([F:29])([F:28])[F:27])[CH:20]=3)=[C:17]([CH3:18])[C:11]=2[N:10]([CH3:31])[C:9]1=[O:32])(=O)C.O[Li].O, predict the reaction product. The product is: [OH:4][CH2:5][CH2:6][CH2:7][N:8]1[C:13](=[O:14])[C:12]2[N:15]([CH3:30])[C:16]([C:19]3[CH:24]=[CH:23][CH:22]=[C:21]([O:25][C:26]([F:29])([F:28])[F:27])[CH:20]=3)=[C:17]([CH3:18])[C:11]=2[N:10]([CH3:31])[C:9]1=[O:32]. (9) Given the reactants [Cl:1][C:2]1[CH:7]=[C:6]([Cl:8])[CH:5]=[CH:4][C:3]=1Br.[NH2:10][C:11]1[CH:12]=[C:13]2[C:18]3=[C:19]([CH2:21][CH2:22][CH2:23][N:17]3[CH2:16][C@@H:15]3[CH2:24][N:25](C(OC(C)(C)C)=O)[CH2:26][C@H:14]23)[CH:20]=1, predict the reaction product. The product is: [Cl:1][C:2]1[CH:7]=[C:6]([Cl:8])[CH:5]=[CH:4][C:3]=1[NH:10][C:11]1[CH:12]=[C:13]2[C:18]3=[C:19]([CH2:21][CH2:22][CH2:23][N:17]3[CH2:16][C@@H:15]3[CH2:24][NH:25][CH2:26][C@H:14]23)[CH:20]=1.